The task is: Predict which catalyst facilitates the given reaction.. This data is from Catalyst prediction with 721,799 reactions and 888 catalyst types from USPTO. (1) Reactant: C(N(CC)CC)C.[CH3:8][S:9](Cl)(=[O:11])=[O:10].[Cl:13][C:14]1[C:19]([N:20]2[CH2:25][CH2:24][N:23](C)[CH2:22][CH2:21]2)=[C:18]([S:27]([CH2:30][CH3:31])(=[O:29])=[O:28])[CH:17]=[CH:16][C:15]=1[NH:32][C:33](=[O:41])[C@:34]([OH:40])([CH3:39])[C:35]([F:38])([F:37])[F:36].[Cl-].[NH4+]. Product: [Cl:13][C:14]1[C:19]([N:20]2[CH2:25][CH2:24][N:23]([S:9]([CH3:8])(=[O:11])=[O:10])[CH2:22][CH2:21]2)=[C:18]([S:27]([CH2:30][CH3:31])(=[O:28])=[O:29])[CH:17]=[CH:16][C:15]=1[NH:32][C:33](=[O:41])[C@:34]([OH:40])([CH3:39])[C:35]([F:38])([F:37])[F:36]. The catalyst class is: 2. (2) Reactant: C([NH:4][C:5]1[C:15]([N+:16]([O-:18])=[O:17])=[CH:14][CH:13]=[C:7]2[C:8]([O:10][C:11](=[O:12])[C:6]=12)=O)(=O)C.[F:19][C:20]1[CH:26]=[CH:25][C:23]([OH:24])=[CH:22][C:21]=1[OH:27].CS(O)(=O)=O. Product: [NH2:4][C:5]1[C:15]([N+:16]([O-:18])=[O:17])=[CH:14][CH:13]=[C:7]2[C:6]=1[C:11](=[O:12])[O:10][C:8]12[C:25]2[CH:26]=[C:20]([F:19])[C:21]([OH:27])=[CH:22][C:23]=2[O:24][C:23]2[C:25]1=[CH:26][C:20]([F:19])=[C:21]([OH:27])[CH:22]=2. The catalyst class is: 6. (3) Reactant: [C:1]1([CH:8]=[CH:7][CH:6]=[C:4]([OH:5])C=1)[OH:2].[OH-].[Na+].C1C=C(C=O)OC=1.[C:18]1([CH:25]=[CH:24][CH:23]=[C:21]([OH:22])[CH:20]=1)[OH:19].O. Product: [CH:8]1[CH:7]=[C:6]([CH:4]=[O:5])[O:2][CH:1]=1.[C:18]1([CH:25]=[CH:24][CH:23]=[C:21]([OH:22])[CH:20]=1)[OH:19]. The catalyst class is: 6. (4) Reactant: [NH:1]1[CH2:6][CH2:5][CH2:4][CH:3]([NH:7][C:8]2[C:9]3[CH:10]=[CH:11][N:12]=[CH:13][C:14]=3[CH:15]=[CH:16][CH:17]=2)[CH2:2]1.C([C:20]1[CH:21]=[C:22]([NH:26][C:27](=[O:29])[CH3:28])[CH:23]=[CH:24][CH:25]=1)=O.[C:30](O)(=O)C.C(O[BH-](OC(=O)C)OC(=O)C)(=O)C.[Na+]. Product: [CH:13]1[C:14]2[C:9](=[C:8]([NH:7][CH:3]3[CH2:4][CH2:5][CH2:6][N:1]([CH2:30][C:25]4[CH:20]=[CH:21][C:22]([NH:26][C:27](=[O:29])[CH3:28])=[CH:23][CH:24]=4)[CH2:2]3)[CH:17]=[CH:16][CH:15]=2)[CH:10]=[CH:11][N:12]=1. The catalyst class is: 1. (5) Reactant: [Cl:1][C:2]1[CH:7]=[CH:6][C:5]([CH2:8][CH2:9][C:10]([OH:12])=O)=[CH:4][CH:3]=1.S(Cl)([Cl:15])=O. Product: [Cl:1][C:2]1[CH:7]=[CH:6][C:5]([CH2:8][CH2:9][C:10]([Cl:15])=[O:12])=[CH:4][CH:3]=1. The catalyst class is: 48. (6) Reactant: [Cl:1][C:2]1[CH:3]=[C:4]([N:21]2[C:26](=[O:27])[NH:25][C:24](=[O:28])[CH:23]=[N:22]2)[CH:5]=[C:6]([Cl:20])[C:7]=1[O:8][C:9]1[CH:14]=[CH:13][C:12]([O:15][CH3:16])=[C:11]([N+:17]([O-])=O)[CH:10]=1. Product: [Cl:1][C:2]1[CH:3]=[C:4]([N:21]2[C:26](=[O:27])[NH:25][C:24](=[O:28])[CH:23]=[N:22]2)[CH:5]=[C:6]([Cl:20])[C:7]=1[O:8][C:9]1[CH:14]=[CH:13][C:12]([O:15][CH3:16])=[C:11]([NH2:17])[CH:10]=1. The catalyst class is: 696. (7) Reactant: [H-].[Na+].[NH2:3][C:4]1[C:8]([C:9]#[N:10])=[CH:7][N:6]([CH3:11])[N:5]=1.[Cl:12][C:13]1[CH:18]=[CH:17][CH:16]=[C:15](Cl)[C:14]=1[N+:20]([O-:22])=[O:21].Cl. Product: [Cl:12][C:13]1[C:14]([N+:20]([O-:22])=[O:21])=[C:15]([NH:3][C:4]2[C:8]([C:9]#[N:10])=[CH:7][N:6]([CH3:11])[N:5]=2)[CH:16]=[CH:17][CH:18]=1. The catalyst class is: 20. (8) Reactant: [CH3:1][S:2]([O:5][C:6]1[CH:11]=[CH:10][C:9]([C:12]2([C:22]3[CH:27]=[CH:26][CH:25]=[C:24](Br)[CH:23]=3)[C:16]3=[N:17][CH2:18][CH2:19][CH2:20][N:15]3[C:14]([NH2:21])=[N:13]2)=[CH:8][CH:7]=1)(=[O:4])=[O:3].[O:29]1[CH2:33][CH2:32]CC1. Product: [C:6]([OH:5])(=[O:29])[CH3:11].[CH3:1][S:2]([O:5][C:6]1[CH:11]=[CH:10][C:9]([C:12]2([C:22]3[CH:27]=[CH:26][CH:25]=[C:24]([C:33]4[CH:32]=[N:15][CH:16]=[CH:12][N:13]=4)[CH:23]=3)[C:16]3=[N:17][CH2:18][CH2:19][CH2:20][N:15]3[C:14]([NH2:21])=[N:13]2)=[CH:8][CH:7]=1)(=[O:4])=[O:3]. The catalyst class is: 235. (9) Reactant: CS([O-])(=O)=O.[OH:6][CH2:7][C:8]([C:11]1[CH:15]=[C:14]([NH:16][C:17](=[O:32])[NH:18][C:19]2[CH:24]=[CH:23][C:22]([C:25]3[CH:26]=[CH:27][C:28]([NH3+:31])=[N:29][CH:30]=3)=[CH:21][CH:20]=2)[N:13]([CH3:33])[N:12]=1)([CH3:10])[CH3:9].C[O:35]CCN(S(F)(F)[F:44])CCOC. The catalyst class is: 2. Product: [C:7]([O-:35])(=[O:6])[CH3:8].[F:44][CH2:7][C:8]([C:11]1[CH:15]=[C:14]([NH:16][C:17](=[O:32])[NH:18][C:19]2[CH:24]=[CH:23][C:22]([C:25]3[CH:26]=[CH:27][C:28]([NH3+:31])=[N:29][CH:30]=3)=[CH:21][CH:20]=2)[N:13]([CH3:33])[N:12]=1)([CH3:10])[CH3:9]. (10) Reactant: [CH3:1][C:2]([CH3:8])([CH3:7])[CH2:3][C:4](Cl)=[O:5].C([N:11](CC)CC)C.[Br:16][C:17]1[CH:22]=[C:21]([CH3:23])[C:20](N)=[C:19]([Cl:25])[CH:18]=1.O. Product: [Br:16][C:17]1[CH:22]=[C:21]([CH3:23])[C:20]([CH:3]([C:2]([CH3:8])([CH3:7])[CH3:1])[C:4]([NH2:11])=[O:5])=[C:19]([Cl:25])[CH:18]=1. The catalyst class is: 10.